This data is from Forward reaction prediction with 1.9M reactions from USPTO patents (1976-2016). The task is: Predict the product of the given reaction. (1) Given the reactants [CH3:1][O:2][C:3]1[CH:4]=[C:5]2[C:10](=[CH:11][C:12]=1[O:13][CH2:14][CH:15]1[CH2:20][CH2:19][CH2:18][N:17]([CH3:21])[CH2:16]1)[N:9]=[CH:8][NH:7][C:6]2=O.S(Cl)([Cl:25])=O, predict the reaction product. The product is: [Cl:25][C:6]1[C:5]2[C:10](=[CH:11][C:12]([O:13][CH2:14][CH:15]3[CH2:20][CH2:19][CH2:18][N:17]([CH3:21])[CH2:16]3)=[C:3]([O:2][CH3:1])[CH:4]=2)[N:9]=[CH:8][N:7]=1. (2) Given the reactants [F-].C([N+](CCCC)(CCCC)CCCC)CCC.[Si]([O:26][C:27]1([C:30]2[N:35]=[C:34]([C:36]3[NH:57][C:39]4=[N:40][C:41]([N:44]5[CH2:49][CH2:48][CH2:47][C@@H:46]([C:50]([N:52]6[CH2:56][CH2:55][CH2:54][CH2:53]6)=[O:51])[CH2:45]5)=[CH:42][CH:43]=[C:38]4[N:37]=3)[CH:33]=[CH:32][CH:31]=2)[CH2:29][CH2:28]1)(C(C)(C)C)(C)C, predict the reaction product. The product is: [OH:26][C:27]1([C:30]2[N:35]=[C:34]([C:36]3[NH:57][C:39]4=[N:40][C:41]([N:44]5[CH2:49][CH2:48][CH2:47][C@@H:46]([C:50]([N:52]6[CH2:53][CH2:54][CH2:55][CH2:56]6)=[O:51])[CH2:45]5)=[CH:42][CH:43]=[C:38]4[N:37]=3)[CH:33]=[CH:32][CH:31]=2)[CH2:29][CH2:28]1.